From a dataset of Full USPTO retrosynthesis dataset with 1.9M reactions from patents (1976-2016). Predict the reactants needed to synthesize the given product. (1) Given the product [CH:1]1([CH2:4][N:5]2[CH2:11][CH2:10][C:9]3[CH:12]=[CH:13][C:14]([O:16][C:17]4[CH:22]=[CH:21][C:20]([N:27]5[CH2:28][CH2:29][N:25]([CH3:24])[C:26]5=[O:30])=[CH:19][CH:18]=4)=[CH:15][C:8]=3[CH2:7][CH2:6]2)[CH2:3][CH2:2]1, predict the reactants needed to synthesize it. The reactants are: [CH:1]1([CH2:4][N:5]2[CH2:11][CH2:10][C:9]3[CH:12]=[CH:13][C:14]([O:16][C:17]4[CH:22]=[CH:21][C:20](I)=[CH:19][CH:18]=4)=[CH:15][C:8]=3[CH2:7][CH2:6]2)[CH2:3][CH2:2]1.[CH3:24][N:25]1[CH2:29][CH2:28][NH:27][C:26]1=[O:30].C(=O)([O-])[O-].[K+].[K+].C(N)CN. (2) Given the product [CH3:1][C:2]1[CH:3]=[C:4]([CH:11]=[CH:12][C:13]=1[O:14][CH2:15][CH2:16][CH3:17])[C:5]([OH:7])=[O:6], predict the reactants needed to synthesize it. The reactants are: [CH3:1][C:2]1[CH:3]=[C:4]([CH:11]=[CH:12][C:13]=1[O:14][CH2:15][CH2:16][CH3:17])[C:5]([O:7]CCC)=[O:6].O.[OH-].[Na+].Cl. (3) The reactants are: [CH2:1]([OH:3])[CH3:2].[F:4][C:5]1[CH:13]=[C:12]([F:14])[C:11]([N+:15]([O-:17])=[O:16])=[CH:10][C:6]=1[C:7](Cl)=[O:8]. Given the product [CH2:1]([O:3][C:7](=[O:8])[C:6]1[CH:10]=[C:11]([N+:15]([O-:17])=[O:16])[C:12]([F:14])=[CH:13][C:5]=1[F:4])[CH3:2], predict the reactants needed to synthesize it. (4) The reactants are: [NH:1]1[C:9]2[C:4](=[CH:5][CH:6]=[C:7]([C:10]#[N:11])[CH:8]=2)[CH2:3][CH2:2]1.Br[C:13]1[C:17]2[CH2:18][N:19]([C:22](=[O:24])[CH3:23])[CH2:20][CH2:21][C:16]=2[N:15]([CH3:25])[N:14]=1.C(O[Na])(C)(C)C.COC(C)(C)C.C1(P(C2CCCCC2)C2C=CC=CC=2C2C(OC(C)C)=CC=CC=2OC(C)C)CCCCC1. Given the product [C:22]([N:19]1[CH2:20][CH2:21][C:16]2[N:15]([CH3:25])[N:14]=[C:13]([N:1]3[C:9]4[C:4](=[CH:5][CH:6]=[C:7]([C:10]#[N:11])[CH:8]=4)[CH2:3][CH2:2]3)[C:17]=2[CH2:18]1)(=[O:24])[CH3:23], predict the reactants needed to synthesize it. (5) Given the product [CH:38]1[C:39]2[CH:40]=[CH:41][C:42]3[CH:43]=[CH:29][CH:30]=[CH:31][C:32]=3[CH:33]([CH:10]3[C:9](=[O:12])[CH2:8][CH2:7][N:6]([CH2:5][C:4]4[CH:13]=[CH:14][CH:15]=[CH:16][C:3]=4[O:2][CH3:1])[CH2:11]3)[C:34]=2[CH:35]=[CH:36][CH:37]=1, predict the reactants needed to synthesize it. The reactants are: [CH3:1][O:2][C:3]1[CH:16]=[CH:15][CH:14]=[CH:13][C:4]=1[CH2:5][N:6]1[CH2:11][CH2:10][C:9](=[O:12])[CH2:8][CH2:7]1.[Si](OS(C(F)(F)F)(=O)=O)(C)(C)C.[CH:29]1[CH:43]=[C:42]2[C:32]([CH:33](O)[C:34]3[C:39]([CH:40]=[CH:41]2)=[CH:38][CH:37]=[CH:36][CH:35]=3)=[CH:31][CH:30]=1.C(=O)(O)[O-].[Na+]. (6) Given the product [Cl:95][C@H:18]1[CH2:19][CH2:20][C@@:21]2([CH3:22])[C:16](=[CH:15][CH2:14][C@@H:13]3[C@@H:23]2[CH2:24][CH2:25][C@@:26]2([CH3:27])[C@H:12]3[CH2:11][CH2:10][C@@H:9]2[C@H:7]([CH3:8])[CH2:6][CH2:5][CH2:4][CH:2]([CH3:1])[CH3:3])[CH2:17]1, predict the reactants needed to synthesize it. The reactants are: [CH3:1][CH:2]([CH2:4][CH2:5][CH2:6][C@H:7]([C@@H:9]1[C@:26]2([CH3:27])[C@H:12]([C@H:13]3[C@H:23]([CH2:24][CH2:25]2)[C@:21]2([CH3:22])[C:16]([CH2:17][C@@H:18](O)[CH2:19][CH2:20]2)=[CH:15][CH2:14]3)[CH2:11][CH2:10]1)[CH3:8])[CH3:3].CC(CCC[C@H]([C@@H]1[C@]2(C)[C@H]([C@H]3[C@H](CC2)[C@]2(C)C(C[C@@H](NCCCNC(=O)CCNC(=O)CCNC(=O)CCCCCNC4C=CC([N+]([O-])=O)=CC=4[N+]([O-])=O)CC2)=CC3)CC1)C)C.C[Si]([Cl:95])(C)C.C([O-])(O)=O.[Na+]. (7) Given the product [F:20][C:17]([F:18])([F:19])[C:10]1[CH:11]=[C:12]2[C:7]([C:6]3[CH:5]=[C:4]([NH2:1])[CH:16]=[CH:15][C:14]=3[NH:13]2)=[CH:8][CH:9]=1, predict the reactants needed to synthesize it. The reactants are: [N+:1]([C:4]1[CH:5]=[C:6]2[C:14](=[CH:15][CH:16]=1)[NH:13][C:12]1[CH:11]=[C:10]([C:17]([F:20])([F:19])[F:18])[CH:9]=[CH:8][C:7]2=1)([O-])=O.